This data is from Full USPTO retrosynthesis dataset with 1.9M reactions from patents (1976-2016). The task is: Predict the reactants needed to synthesize the given product. (1) Given the product [C:1]([NH:5][C:6]([C:8]1[CH:9]=[C:10]([CH:34]=[CH:35][CH:36]=1)[O:11][C:12]1[CH:17]=[CH:16][C:15]([NH:18][C:19]2[C:29]3[CH:28]=[C:27]([C:30]([NH:37][C:38]([CH3:42])([CH3:41])[CH2:39][OH:40])=[O:32])[CH2:26][CH2:25][NH:24][C:23]=3[N:22]=[CH:21][N:20]=2)=[CH:14][C:13]=1[Cl:33])=[O:7])([CH3:4])([CH3:3])[CH3:2], predict the reactants needed to synthesize it. The reactants are: [C:1]([NH:5][C:6]([C:8]1[CH:9]=[C:10]([CH:34]=[CH:35][CH:36]=1)[O:11][C:12]1[CH:17]=[CH:16][C:15]([NH:18][C:19]2[C:29]3[CH:28]=[C:27]([C:30]([OH:32])=O)[CH2:26][CH2:25][NH:24][C:23]=3[N:22]=[CH:21][N:20]=2)=[CH:14][C:13]=1[Cl:33])=[O:7])([CH3:4])([CH3:3])[CH3:2].[NH2:37][C:38]([CH3:42])([CH3:41])[CH2:39][OH:40].Cl.C(N=C=NCCCN(C)C)C.O.ON1C2C=CC=CC=2N=N1. (2) The reactants are: [CH:1]1([N:7]2[CH2:13][C:12]([F:15])([F:14])[C:11](=[O:16])[N:10]([CH3:17])[C:9]3[CH:18]=[N:19][C:20]([NH:22][C:23]4[CH:31]=[CH:30][C:26]([C:27](O)=[O:28])=[CH:25][C:24]=4[O:32][CH3:33])=[N:21][C:8]2=3)[CH2:6][CH2:5][CH2:4][CH2:3][CH2:2]1.CN(C(ON1N=NC2C=CC=NC1=2)=[N+](C)C)C.F[P-](F)(F)(F)(F)F.[N:58]1([NH2:64])[CH2:63][CH2:62][CH2:61][CH2:60][CH2:59]1. Given the product [CH:1]1([N:7]2[CH2:13][C:12]([F:15])([F:14])[C:11](=[O:16])[N:10]([CH3:17])[C:9]3[CH:18]=[N:19][C:20]([NH:22][C:23]4[CH:31]=[CH:30][C:26]([C:27]([NH:64][N:58]5[CH2:63][CH2:62][CH2:61][CH2:60][CH2:59]5)=[O:28])=[CH:25][C:24]=4[O:32][CH3:33])=[N:21][C:8]2=3)[CH2:2][CH2:3][CH2:4][CH2:5][CH2:6]1, predict the reactants needed to synthesize it.